This data is from Catalyst prediction with 721,799 reactions and 888 catalyst types from USPTO. The task is: Predict which catalyst facilitates the given reaction. Reactant: [CH:1]1([C@@H:7]2[CH2:12][NH:11][CH2:10][C:9](=[O:13])[N:8]2[C:14]2[CH:18]=[C:17]([C:19]3[CH:24]=[CH:23][CH:22]=[CH:21][CH:20]=3)[S:16][C:15]=2[C:25]([OH:27])=[O:26])[CH2:6][CH2:5][CH2:4][CH2:3][CH2:2]1.[F:28][C:29]1[C:30]([N:37]2[CH2:42][CH2:41][O:40][CH2:39][CH2:38]2)=[C:31]([CH:34]=[CH:35][CH:36]=1)[CH:32]=O.C(O[BH-](OC(=O)C)OC(=O)C)(=O)C.[Na+]. Product: [CH:1]1([C@@H:7]2[CH2:12][N:11]([CH2:32][C:31]3[CH:34]=[CH:35][CH:36]=[C:29]([F:28])[C:30]=3[N:37]3[CH2:38][CH2:39][O:40][CH2:41][CH2:42]3)[CH2:10][C:9](=[O:13])[N:8]2[C:14]2[CH:18]=[C:17]([C:19]3[CH:20]=[CH:21][CH:22]=[CH:23][CH:24]=3)[S:16][C:15]=2[C:25]([OH:27])=[O:26])[CH2:2][CH2:3][CH2:4][CH2:5][CH2:6]1. The catalyst class is: 404.